From a dataset of Catalyst prediction with 721,799 reactions and 888 catalyst types from USPTO. Predict which catalyst facilitates the given reaction. (1) Reactant: [C:1]([O:5][C:6]([N:8]1[CH2:13][CH2:12][C:11]([CH2:15][NH2:16])([F:14])[CH2:10][CH2:9]1)=[O:7])([CH3:4])([CH3:3])[CH3:2].C([N:24]1[CH:28]=[CH:27][N:26]=[CH:25]1)([N:24]1[CH:28]=[CH:27][N:26]=[CH:25]1)=S.N1C=CN=C1.NC1C=[CH:39][C:38]([F:41])=[CH:37][C:36]=1[S:42](N)(=[O:44])=[O:43].CN(C1C=CC=CN=1)C.C(N=C=NC(C)C)(C)C. Product: [C:1]([O:5][C:6]([N:8]1[CH2:9][CH2:10][C:11]([F:14])([CH2:15][NH:16][C:25]2[NH:24][C:28]3[CH:27]=[CH:39][C:38]([F:41])=[CH:37][C:36]=3[S:42](=[O:44])(=[O:43])[N:26]=2)[CH2:12][CH2:13]1)=[O:7])([CH3:4])([CH3:3])[CH3:2]. The catalyst class is: 10. (2) Reactant: [NH2:1][N:2]1[C:11](=[O:12])[C:10]2[C:5](=[CH:6][CH:7]=[CH:8][CH:9]=2)[N:4]=[C:3]1[CH:13]([CH3:15])[CH3:14].[C:16]12([CH2:26][C:27](Cl)=[O:28])[CH2:25][CH:20]3[CH2:21][CH:22]([CH2:24][CH:18]([CH2:19]3)[CH2:17]1)[CH2:23]2.N1C=CC=CC=1. Product: [C:16]12([CH2:26][C:27]([NH:1][N:2]3[C:11](=[O:12])[C:10]4[C:5](=[CH:6][CH:7]=[CH:8][CH:9]=4)[N:4]=[C:3]3[CH:13]([CH3:15])[CH3:14])=[O:28])[CH2:23][CH:22]3[CH2:21][CH:20]([CH2:19][CH:18]([CH2:24]3)[CH2:17]1)[CH2:25]2. The catalyst class is: 22.